Dataset: Reaction yield outcomes from USPTO patents with 853,638 reactions. Task: Predict the reaction yield, written as a fraction of the theoretical maximum amount of product (1.0 means a 100% yield; for example, 0.34 means a 34% yield). (1) The reactants are [CH3:1][C:2]1[S:6][C:5]([C:7]2[CH:12]=[CH:11][CH:10]=[CH:9][CH:8]=2)=[N:4][C:3]=1[CH2:13][O:14][C:15]1[CH:20]=[CH:19][C:18]([CH2:21]O)=[CH:17][CH:16]=1.S(Cl)([Cl:25])=O. The catalyst is C1(C)C=CC=CC=1. The product is [Cl:25][CH2:21][C:18]1[CH:19]=[CH:20][C:15]([O:14][CH2:13][C:3]2[N:4]=[C:5]([C:7]3[CH:12]=[CH:11][CH:10]=[CH:9][CH:8]=3)[S:6][C:2]=2[CH3:1])=[CH:16][CH:17]=1. The yield is 0.940. (2) The reactants are [N:1]([C:4]1[CH:13]=[CH:12][CH:11]=[CH:10][C:5]=1[C:6]([O:8]C)=O)=[C:2]=[O:3].[Br:14][C:15]1[CH:21]=[C:20]([N+:22]([O-:24])=[O:23])[CH:19]=[CH:18][C:16]=1[NH2:17].CCN(C(C)C)C(C)C.C1CCN2C(=NCCC2)CC1. The catalyst is CN(C=O)C. The product is [Br:14][C:15]1[CH:21]=[C:20]([N+:22]([O-:24])=[O:23])[CH:19]=[CH:18][C:16]=1[N:17]1[C:6](=[O:8])[C:5]2[C:4](=[CH:13][CH:12]=[CH:11][CH:10]=2)[NH:1][C:2]1=[O:3]. The yield is 0.440. (3) The reactants are C[O:2][C:3]1[CH:8]=[CH:7][C:6]([C:9]2[C:14]3[CH:15]=[CH:16][S:17][C:13]=3[C:12]([CH:18]=[O:19])=[CH:11][CH:10]=2)=[CH:5][CH:4]=1.B(Br)(Br)Br. The catalyst is C(Cl)Cl. The product is [OH:2][C:3]1[CH:8]=[CH:7][C:6]([C:9]2[C:14]3[CH:15]=[CH:16][S:17][C:13]=3[C:12]([CH:18]=[O:19])=[CH:11][CH:10]=2)=[CH:5][CH:4]=1. The yield is 0.520. (4) The reactants are Cl[C:2]1[N:3]=[C:4]([O:25][CH:26]2[CH2:31][CH2:30][O:29][CH2:28][CH2:27]2)[C:5]2[C:10]([C:11]3[CH:12]=[N:13][N:14]([CH3:16])[CH:15]=3)=[CH:9][N:8]([CH2:17][O:18][CH2:19][CH2:20][Si:21]([CH3:24])([CH3:23])[CH3:22])[C:6]=2[N:7]=1.[NH2:32][C:33]1[CH:43]=[CH:42][C:36]([C:37]([N:39]([CH3:41])[CH3:40])=[O:38])=[CH:35][C:34]=1[CH3:44].C(=O)([O-])[O-].[Cs+].[Cs+].C1(P(C2C=CC=CC=2)C2C=CC3C(=CC=CC=3)C=2C2C3C(=CC=CC=3)C=CC=2P(C2C=CC=CC=2)C2C=CC=CC=2)C=CC=CC=1. The catalyst is O1CCOCC1.C([O-])(=O)C.[Pd+2].C([O-])(=O)C. The product is [CH3:41][N:39]([CH3:40])[C:37](=[O:38])[C:36]1[CH:42]=[CH:43][C:33]([NH:32][C:2]2[N:3]=[C:4]([O:25][CH:26]3[CH2:31][CH2:30][O:29][CH2:28][CH2:27]3)[C:5]3[C:10]([C:11]4[CH:12]=[N:13][N:14]([CH3:16])[CH:15]=4)=[CH:9][N:8]([CH2:17][O:18][CH2:19][CH2:20][Si:21]([CH3:24])([CH3:23])[CH3:22])[C:6]=3[N:7]=2)=[C:34]([CH3:44])[CH:35]=1. The yield is 0.760.